Dataset: Forward reaction prediction with 1.9M reactions from USPTO patents (1976-2016). Task: Predict the product of the given reaction. (1) Given the reactants Cl[C:2]1[N:7]=[C:6]([NH:8][C:9]2[CH:19]=[CH:18][C:17]([N:20]3[CH2:25][CH2:24][O:23][CH2:22][CH2:21]3)=[CH:16][C:10]=2[O:11][CH2:12][CH2:13][C:14]#[N:15])[C:5]([Cl:26])=[CH:4][N:3]=1.[NH2:27][C:28]1[CH:29]=[CH:30][C:31]2[C:37]([CH3:39])([CH3:38])[CH2:36][CH2:35][C:34](=[O:40])[NH:33][C:32]=2[CH:41]=1.C12(CS(O)(=O)=O)C(C)(C)C(CC1)CC2=O.C(=O)(O)[O-].[Na+], predict the reaction product. The product is: [Cl:26][C:5]1[C:6]([NH:8][C:9]2[CH:19]=[CH:18][C:17]([N:20]3[CH2:25][CH2:24][O:23][CH2:22][CH2:21]3)=[CH:16][C:10]=2[O:11][CH2:12][CH2:13][C:14]#[N:15])=[N:7][C:2]([NH:27][C:28]2[CH:29]=[CH:30][C:31]3[C:37]([CH3:38])([CH3:39])[CH2:36][CH2:35][C:34](=[O:40])[NH:33][C:32]=3[CH:41]=2)=[N:3][CH:4]=1. (2) Given the reactants [NH2:1][C:2]1[CH:3]=[C:4]([C:8]2[C:13]([O:14][CH3:15])=[C:12]([CH:16]=[O:17])[CH:11]=[C:10]([S:18]([NH2:21])(=[O:20])=[O:19])[CH:9]=2)[CH:5]=[CH:6][CH:7]=1.[C:22](Cl)(=[O:24])[CH3:23], predict the reaction product. The product is: [C:22]([NH:21][S:18]([C:10]1[CH:9]=[C:8]([C:4]2[CH:5]=[CH:6][CH:7]=[C:2]([NH2:1])[CH:3]=2)[C:13]([O:14][CH3:15])=[C:12]([CH:16]=[O:17])[CH:11]=1)(=[O:19])=[O:20])(=[O:24])[CH3:23]. (3) Given the reactants [NH:1]([C:15]([O:17][C:18]([CH3:21])([CH3:20])[CH3:19])=[O:16])[C@H:2]([C:11]([O:13][CH3:14])=[O:12])[CH2:3][C:4]1[CH:9]=[CH:8][C:7]([OH:10])=[CH:6][CH:5]=1.CN1CCOCC1.[S:29](O[S:29]([C:32]([F:35])([F:34])[F:33])(=[O:31])=[O:30])([C:32]([F:35])([F:34])[F:33])(=[O:31])=[O:30], predict the reaction product. The product is: [C:18]([O:17][C:15]([NH:1][C@@H:2]([CH2:3][C:4]1[CH:5]=[CH:6][C:7]([O:10][S:29]([C:32]([F:35])([F:34])[F:33])(=[O:31])=[O:30])=[CH:8][CH:9]=1)[C:11]([O:13][CH3:14])=[O:12])=[O:16])([CH3:21])([CH3:20])[CH3:19]. (4) Given the reactants [CH:1]1([NH:4][C:5](=[O:23])[C:6]2[CH:11]=[CH:10][C:9]([C:12]3[N:16]4[CH:17]=[C:18]([Br:22])[N:19]=[C:20](Br)[C:15]4=[N:14][CH:13]=3)=[CH:8][CH:7]=2)[CH2:3][CH2:2]1.[NH2:24][CH2:25][CH2:26][CH2:27][OH:28].C1(C)C=CC=CC=1, predict the reaction product. The product is: [Br:22][C:18]1[N:19]=[C:20]([NH:24][CH2:25][CH2:26][CH2:27][OH:28])[C:15]2[N:16]([C:12]([C:9]3[CH:10]=[CH:11][C:6]([C:5]([NH:4][CH:1]4[CH2:2][CH2:3]4)=[O:23])=[CH:7][CH:8]=3)=[CH:13][N:14]=2)[CH:17]=1. (5) Given the reactants C([NH:8][C:9]1[C:18]([F:19])=[C:17]([F:20])[CH:16]=[C:15]2[C:10]=1[C:11](=[O:34])[C:12]([C:29]([O:31][CH2:32][CH3:33])=[O:30])=[CH:13][N:14]2[CH2:21][CH2:22][C:23]1[CH:28]=[CH:27][CH:26]=[CH:25][CH:24]=1)C1C=CC=CC=1, predict the reaction product. The product is: [NH2:8][C:9]1[C:18]([F:19])=[C:17]([F:20])[CH:16]=[C:15]2[C:10]=1[C:11](=[O:34])[C:12]([C:29]([O:31][CH2:32][CH3:33])=[O:30])=[CH:13][N:14]2[CH2:21][CH2:22][C:23]1[CH:28]=[CH:27][CH:26]=[CH:25][CH:24]=1. (6) Given the reactants [CH:1]([C:4]1[CH:9]=[CH:8][CH:7]=[CH:6][C:5]=1[OH:10])=[CH:2][CH3:3].C1(OCC=C)C=CC=CC=1.C(=O)([O-])[O-].[K+].[K+].Br[CH:28]([CH3:33])[C:29]([O:31][CH3:32])=[O:30], predict the reaction product. The product is: [CH:1]([C:4]1[CH:9]=[CH:8][CH:7]=[CH:6][C:5]=1[O:10][CH:28]([CH3:33])[C:29]([O:31][CH3:32])=[O:30])=[CH:2][CH3:3]. (7) Given the reactants [S:1]1[CH:5]=[CH:4][C:3]2[C:6](=[O:11])[CH2:7][CH2:8][CH2:9][CH2:10][C:2]1=2.O.C(O)(=O)C.[Br:17]Br, predict the reaction product. The product is: [Br:17][C:5]1[S:1][C:2]2[CH2:10][CH2:9][CH2:8][CH2:7][C:6](=[O:11])[C:3]=2[CH:4]=1.